Task: Predict the reaction yield, written as a fraction of the theoretical maximum amount of product (1.0 means a 100% yield; for example, 0.34 means a 34% yield).. Dataset: Reaction yield outcomes from USPTO patents with 853,638 reactions (1) The reactants are C(N(CC)CC)C.[C:8](Cl)(=[O:10])[CH3:9].[SH:12][CH2:13][CH2:14][C:15]([N:17]([CH3:29])[C:18]1[S:19][C:20]([C:23]2[CH:24]=[N:25][CH:26]=[CH:27][CH:28]=2)=[N:21][N:22]=1)=[O:16].C(OCC)(=O)C. The catalyst is ClCCCl. The product is [C:8](=[O:10])([S:12][CH2:13][CH2:14][C:15]([N:17]([CH3:29])[C:18]1[S:19][C:20]([C:23]2[CH:24]=[N:25][CH:26]=[CH:27][CH:28]=2)=[N:21][N:22]=1)=[O:16])[CH3:9]. The yield is 0.990. (2) The reactants are [Cl-].O[NH3+:3].[C:4](=[O:7])([O-])[OH:5].[Na+].CS(C)=O.[CH2:13]([C:15]1[N:16]([C:40]2[CH:45]=[CH:44][C:43]([O:46][CH2:47][C:48]([O:51][CH3:52])([CH3:50])[CH3:49])=[CH:42][CH:41]=2)[C:17](=[O:39])[C:18]([CH2:24][C:25]2[CH:30]=[CH:29][C:28]([C:31]3[C:32]([C:37]#[N:38])=[CH:33][CH:34]=[CH:35][CH:36]=3)=[CH:27][CH:26]=2)=[C:19]([CH2:21][CH2:22][CH3:23])[N:20]=1)[CH3:14]. The catalyst is O. The product is [CH2:13]([C:15]1[N:16]([C:40]2[CH:45]=[CH:44][C:43]([O:46][CH2:47][C:48]([O:51][CH3:52])([CH3:50])[CH3:49])=[CH:42][CH:41]=2)[C:17](=[O:39])[C:18]([CH2:24][C:25]2[CH:26]=[CH:27][C:28]([C:31]3[CH:36]=[CH:35][CH:34]=[CH:33][C:32]=3[C:37]3[NH:3][C:4](=[O:7])[O:5][N:38]=3)=[CH:29][CH:30]=2)=[C:19]([CH2:21][CH2:22][CH3:23])[N:20]=1)[CH3:14]. The yield is 0.430. (3) The reactants are [CH3:1][O:2][C:3](=[O:11])[C:4]1[CH:9]=[CH:8][C:7]([NH2:10])=[CH:6][CH:5]=1.[Br:12][C:13]1[CH:14]=[C:15]([CH:18]=[C:19]([F:21])[CH:20]=1)[CH:16]=O.[CH2:22]=[C:23]([CH3:25])[CH3:24].FC(F)(F)S([O-])(=O)=O.[Yb+3].FC(F)(F)S([O-])(=O)=O.FC(F)(F)S([O-])(=O)=O. The catalyst is C(#N)C.C(OCC)(=O)C. The product is [CH3:1][O:2][C:3]([C:4]1[CH:5]=[C:6]2[C:7](=[CH:8][CH:9]=1)[NH:10][CH:16]([C:15]1[CH:18]=[C:19]([F:21])[CH:20]=[C:13]([Br:12])[CH:14]=1)[CH2:22][C:23]2([CH3:25])[CH3:24])=[O:11]. The yield is 0.400. (4) The yield is 0.690. The product is [Cl:35][C:30]1[CH:29]=[C:28]([CH:33]=[CH:32][C:31]=1[Cl:34])[O:27][C:11]1[CH:12]=[CH:13][C:14]([C:16]([N:18]2[CH2:19][CH2:20][N:21]([CH:24]([CH3:25])[CH3:26])[CH2:22][CH2:23]2)=[O:17])=[CH:15][C:10]=1[CH2:9][NH:7][CH3:6]. The catalyst is C(Cl)Cl. The reactants are C(O[C:6](=O)[N:7]([CH2:9][C:10]1[CH:15]=[C:14]([C:16]([N:18]2[CH2:23][CH2:22][N:21]([CH:24]([CH3:26])[CH3:25])[CH2:20][CH2:19]2)=[O:17])[CH:13]=[CH:12][C:11]=1[O:27][C:28]1[CH:33]=[CH:32][C:31]([Cl:34])=[C:30]([Cl:35])[CH:29]=1)C)(C)(C)C.C(O)(C(F)(F)F)=O. (5) The reactants are N[C:2]1[CH:3]=[C:4]([NH:17][C:18](=[O:20])[CH3:19])[CH:5]=[CH:6][C:7]=1[C:8]([CH3:16])([CH3:15])[CH2:9][O:10][CH2:11][CH2:12][O:13][CH3:14].N([O-])=[O:22].[Na+]. The catalyst is OS(O)(=O)=O. The product is [OH:22][C:2]1[CH:3]=[C:4]([NH:17][C:18](=[O:20])[CH3:19])[CH:5]=[CH:6][C:7]=1[C:8]([CH3:16])([CH3:15])[CH2:9][O:10][CH2:11][CH2:12][O:13][CH3:14]. The yield is 0.380. (6) The reactants are [NH2:1][C:2]1[CH:7]=[CH:6][CH:5]=[CH:4][C:3]=1[C:8]1[CH:9]=[N:10][C:11]2[N:12]([N:14]=[C:15]([C:19]3[CH:24]=[CH:23][C:22]([O:25][C:26]4[CH:31]=[CH:30][CH:29]=[CH:28][CH:27]=4)=[CH:21][CH:20]=3)[C:16]=2[C:17]#[N:18])[CH:13]=1.[BH4-].[Na+].O. The catalyst is CO. The product is [NH2:1][C:2]1[CH:7]=[CH:6][CH:5]=[CH:4][C:3]=1[C:8]1[CH2:9][NH:10][C:11]2[N:12]([N:14]=[C:15]([C:19]3[CH:24]=[CH:23][C:22]([O:25][C:26]4[CH:31]=[CH:30][CH:29]=[CH:28][CH:27]=4)=[CH:21][CH:20]=3)[C:16]=2[C:17]#[N:18])[CH:13]=1. The yield is 0.750. (7) The reactants are C(N(CC)CC)C.[CH:8]1[CH:13]=[C:12]([N+:14]([O-:16])=[O:15])[C:11]([S:17](Cl)(=[O:19])=[O:18])=[CH:10][CH:9]=1.Cl.[NH2:22][C@H:23]([C@H:26]1[O:30][C:29](=[O:31])[C@H:28]([CH:32]([CH3:34])[CH3:33])[CH2:27]1)[CH2:24][OH:25].O1CCCC1. The catalyst is O. The product is [OH:25][CH2:24][C@H:23]([NH:22][S:17]([C:11]1[CH:10]=[CH:9][CH:8]=[CH:13][C:12]=1[N+:14]([O-:16])=[O:15])(=[O:19])=[O:18])[C@@H:26]1[CH2:27][C@@H:28]([CH:32]([CH3:34])[CH3:33])[C:29](=[O:31])[O:30]1. The yield is 0.700. (8) The reactants are CS(O[CH2:6][C:7]1[CH:11]=[C:10]([C:12]2[C:13]([C:42](=[O:46])[NH:43][CH2:44][CH3:45])=[N:14][O:15][C:16]=2[C:17]2[CH:22]=[C:21]([CH:23]([CH3:25])[CH3:24])[C:20]([O:26][CH2:27][C:28]3[CH:33]=[CH:32][CH:31]=[CH:30][CH:29]=3)=[CH:19][C:18]=2[O:34][CH2:35][C:36]2[CH:41]=[CH:40][CH:39]=[CH:38][CH:37]=2)[O:9][N:8]=1)(=O)=O.[F-:47].[K+].C1OCCOCCOCCOCCOCCOC1. The catalyst is CC#N. The product is [CH2:35]([O:34][C:18]1[CH:19]=[C:20]([O:26][CH2:27][C:28]2[CH:33]=[CH:32][CH:31]=[CH:30][CH:29]=2)[C:21]([CH:23]([CH3:25])[CH3:24])=[CH:22][C:17]=1[C:16]1[O:15][N:14]=[C:13]([C:42]([NH:43][CH2:44][CH3:45])=[O:46])[C:12]=1[C:10]1[O:9][N:8]=[C:7]([CH2:6][F:47])[CH:11]=1)[C:36]1[CH:41]=[CH:40][CH:39]=[CH:38][CH:37]=1. The yield is 0.780. (9) The reactants are Cl.[CH2:2]([O:4][C:5](=[O:10])[C:6]([CH3:9])([CH3:8])[NH2:7])[CH3:3].CCN(CC)CC.CN(C(ON1N=NC2C=CC=CC1=2)=[N+](C)C)C.F[P-](F)(F)(F)(F)F.[Cl:42][C:43]1[C:51]2[C:46](=[CH:47][CH:48]=[C:49]([O:52][C:53]3[CH:58]=[CH:57][C:56]([C:59]([F:62])([F:61])[F:60])=[CH:55][CH:54]=3)[CH:50]=2)[N:45]([C:63]2[CH:68]=[CH:67][C:66]([O:69][CH:70]([CH3:72])[CH3:71])=[CH:65][CH:64]=2)[C:44]=1[C:73](O)=[O:74]. The catalyst is CC#N.O.C(Cl)Cl. The product is [CH2:2]([O:4][C:5](=[O:10])[C:6]([NH:7][C:73]([C:44]1[N:45]([C:63]2[CH:64]=[CH:65][C:66]([O:69][CH:70]([CH3:72])[CH3:71])=[CH:67][CH:68]=2)[C:46]2[C:51]([C:43]=1[Cl:42])=[CH:50][C:49]([O:52][C:53]1[CH:54]=[CH:55][C:56]([C:59]([F:62])([F:61])[F:60])=[CH:57][CH:58]=1)=[CH:48][CH:47]=2)=[O:74])([CH3:9])[CH3:8])[CH3:3]. The yield is 0.650.